This data is from Full USPTO retrosynthesis dataset with 1.9M reactions from patents (1976-2016). The task is: Predict the reactants needed to synthesize the given product. (1) Given the product [CH3:43][C:24]1[CH:25]=[C:26]([CH2:27][CH:28]2[CH2:29][CH2:30][NH:31][CH2:32][CH2:33]2)[CH:41]=[CH:42][C:23]=1[C:22]1[C:18]2[CH:17]=[C:16]([CH2:15][O:14][C:13]3[CH:12]=[CH:11][C:10]([C@@H:6]([C:7]#[C:8][CH3:9])[CH2:5][C:4]([O:3][CH2:1][CH3:2])=[O:48])=[CH:47][CH:46]=3)[CH:45]=[CH:44][C:19]=2[S:20][CH:21]=1, predict the reactants needed to synthesize it. The reactants are: [CH2:1]([O:3][C:4](=[O:48])[CH2:5][C@@H:6]([C:10]1[CH:47]=[CH:46][C:13]([O:14][CH2:15][C:16]2[CH:45]=[CH:44][C:19]3[S:20][CH:21]=[C:22]([C:23]4[CH:42]=[CH:41][C:26]([CH2:27][CH:28]5[CH2:33][CH2:32][N:31](C(OC(C)(C)C)=O)[CH2:30][CH2:29]5)=[CH:25][C:24]=4[CH3:43])[C:18]=3[CH:17]=2)=[CH:12][CH:11]=1)[C:7]#[C:8][CH3:9])[CH3:2].Cl.O1CCOCC1.C([O-])(O)=O.[Na+]. (2) Given the product [S:22]1[C:23]2[CH:29]=[CH:28][CH:27]=[CH:26][C:24]=2[N:25]=[C:21]1[C:13]1[CH:14]=[CH:15][C:16]([NH2:18])=[CH:17][C:12]=1[O:11][CH2:10][CH2:9][O:8][CH2:7][CH2:6][O:5][CH2:4][CH2:3][O:2][CH3:1], predict the reactants needed to synthesize it. The reactants are: [CH3:1][O:2][CH2:3][CH2:4][O:5][CH2:6][CH2:7][O:8][CH2:9][CH2:10][O:11][C:12]1[CH:17]=[C:16]([N+:18]([O-])=O)[CH:15]=[CH:14][C:13]=1[C:21]1[S:22][C:23]2[CH:29]=[CH:28][CH:27]=[CH:26][C:24]=2[N:25]=1.O.O.[Sn](Cl)Cl.CCOC(C)=O.